This data is from Catalyst prediction with 721,799 reactions and 888 catalyst types from USPTO. The task is: Predict which catalyst facilitates the given reaction. (1) The catalyst class is: 436. Reactant: [Cl:1][C:2]1[N:3]=[CH:4][C:5]2[S:10][CH:9]=[C:8]([C:11]([OH:13])=O)[C:6]=2[N:7]=1.[N:14]1[C:23]2[C:18](=[CH:19][N:20]=[CH:21][CH:22]=2)[CH:17]=[CH:16][C:15]=1[NH2:24].O=P(Cl)(Cl)Cl. Product: [Cl:1][C:2]1[N:3]=[CH:4][C:5]2[S:10][CH:9]=[C:8]([C:11]([NH:24][C:15]3[CH:16]=[CH:17][C:18]4[C:23](=[CH:22][CH:21]=[N:20][CH:19]=4)[N:14]=3)=[O:13])[C:6]=2[N:7]=1. (2) Reactant: Br[C:2]1[CH:3]=[C:4]([CH:7]([N:17]([CH2:27][CH2:28][CH:29]([CH3:31])[CH3:30])[S:18]([C:21]2[CH:26]=[CH:25][CH:24]=[CH:23][CH:22]=2)(=[O:20])=[O:19])[CH2:8][O:9][Si:10]([C:13]([CH3:16])([CH3:15])[CH3:14])([CH3:12])[CH3:11])[S:5][CH:6]=1.[Li]CCCC.CN([CH:40]=[O:41])C. Product: [Si:10]([O:9][CH2:8][CH:7]([N:17]([CH2:27][CH2:28][CH:29]([CH3:31])[CH3:30])[S:18]([C:21]1[CH:26]=[CH:25][CH:24]=[CH:23][CH:22]=1)(=[O:20])=[O:19])[C:4]1[S:5][CH:6]=[C:2]([CH:40]=[O:41])[CH:3]=1)([C:13]([CH3:16])([CH3:15])[CH3:14])([CH3:12])[CH3:11]. The catalyst class is: 1. (3) Reactant: [CH3:1][C:2]1[O:3][C:4]2[C:9]([C:10](=[O:12])[CH:11]=1)=[CH:8][CH:7]=[CH:6][C:5]=2[CH:13]=O.[C:15]([CH:17]=[C:18]([O-])[CH3:19])#[N:16].[Na+].[NH2:22][C:23]1[CH:28]=[CH:27][NH:26][C:25](=[O:29])[CH:24]=1.C(O)(=O)C. Product: [CH3:19][C:18]1[NH:22][C:23]2[CH:28]=[CH:27][NH:26][C:25](=[O:29])[C:24]=2[CH:13]([C:5]2[CH:6]=[CH:7][CH:8]=[C:9]3[C:4]=2[O:3][C:2]([CH3:1])=[CH:11][C:10]3=[O:12])[C:17]=1[C:15]#[N:16]. The catalyst class is: 41. (4) Reactant: [Br:1][C:2]1[CH:3]=[N:4][CH:5]=[C:6]([CH:8]2[CH2:12][CH2:11][CH2:10][NH:9]2)[CH:7]=1.N1C=CC=CC=1.[C:19](OC(=O)C)(=[O:21])[CH3:20]. Product: [Br:1][C:2]1[CH:7]=[C:6]([CH:8]2[CH2:12][CH2:11][CH2:10][N:9]2[C:19](=[O:21])[CH3:20])[CH:5]=[N:4][CH:3]=1. The catalyst class is: 2. (5) Reactant: [CH2:1]([N:8]1[CH2:13][CH2:12][C@@H:11]([NH:14][S:15]([CH2:18][CH3:19])(=[O:17])=[O:16])[C@H:10]([CH2:20][O:21][C:22]2[CH:27]=[CH:26][C:25]([O:28][CH:29]([F:31])[F:30])=[CH:24][CH:23]=2)[CH2:9]1)[C:2]1C=CC=CC=1.CC[O:34]C(C)=O. Product: [C:1]([N:8]1[CH2:13][CH2:12][C@@H:11]([NH:14][S:15]([CH2:18][CH3:19])(=[O:17])=[O:16])[C@H:10]([CH2:20][O:21][C:22]2[CH:23]=[CH:24][C:25]([O:28][CH:29]([F:31])[F:30])=[CH:26][CH:27]=2)[CH2:9]1)(=[O:34])[CH3:2]. The catalyst class is: 45. (6) Reactant: [OH:1][C:2]1[C:3]([CH3:33])([CH3:32])[C:4]2[C:9]([C:10](=[O:23])[C:11]=1[C:12]([NH:14][CH2:15][C:16]([O:18][C:19]([CH3:22])([CH3:21])[CH3:20])=[O:17])=[O:13])=[CH:8][CH:7]=[C:6](/[CH:24]=[CH:25]/[C:26]1[CH:31]=[CH:30][CH:29]=[CH:28][CH:27]=1)[CH:5]=2.[H][H]. Product: [OH:1][C:2]1[C:3]([CH3:33])([CH3:32])[C:4]2[C:9]([C:10](=[O:23])[C:11]=1[C:12]([NH:14][CH2:15][C:16]([O:18][C:19]([CH3:22])([CH3:21])[CH3:20])=[O:17])=[O:13])=[CH:8][CH:7]=[C:6]([CH2:24][CH2:25][C:26]1[CH:27]=[CH:28][CH:29]=[CH:30][CH:31]=1)[CH:5]=2. The catalyst class is: 50.